From a dataset of Forward reaction prediction with 1.9M reactions from USPTO patents (1976-2016). Predict the product of the given reaction. (1) Given the reactants Br[C:2]1[CH:11]=[CH:10][C:5]([C:6]([O:8]C)=[O:7])=[CH:4][C:3]=1[C:12]([F:15])([F:14])[F:13].[CH:16](B1OB(C=C)OB(C=C)O1)=[CH2:17], predict the reaction product. The product is: [F:13][C:12]([F:15])([F:14])[C:3]1[CH:4]=[C:5]([CH:10]=[CH:11][C:2]=1[CH:16]=[CH2:17])[C:6]([OH:8])=[O:7]. (2) Given the reactants [CH2:1]([O:3][C:4]([C:6]1[NH:7][CH:8]=[C:9]2[CH:18]([C:19]3[O:20][C:21]([S:24][C:25]4[NH:29][C:28]5[CH:30]=[CH:31][C:32]([O:34][Si](C(C)(C)C)(C)C)=[CH:33][C:27]=5[N:26]=4)=[CH:22][CH:23]=3)[C:17]3[C:16](=[O:42])[CH2:15][N:14]([O:43][C:44]([CH3:47])([CH3:46])[CH3:45])[CH2:13][C:12]=3[NH:11][C:10]=12)=[O:5])[CH3:2].CCCC[N+](CCCC)(CCCC)CCCC.[F-], predict the reaction product. The product is: [CH2:1]([O:3][C:4]([C:6]1[NH:7][CH:8]=[C:9]2[CH:18]([C:19]3[O:20][C:21]([S:24][C:25]4[NH:29][C:28]5[CH:30]=[CH:31][C:32]([OH:34])=[CH:33][C:27]=5[N:26]=4)=[CH:22][CH:23]=3)[C:17]3[C:16](=[O:42])[CH2:15][N:14]([O:43][C:44]([CH3:45])([CH3:47])[CH3:46])[CH2:13][C:12]=3[NH:11][C:10]=12)=[O:5])[CH3:2]. (3) Given the reactants C([O:5][C:6](=[O:37])[CH2:7][N:8]1[C:12]2[CH:13]=[CH:14][C:15]([N:17]([CH2:27][C:28]3[CH:33]=[CH:32][CH:31]=[CH:30][CH:29]=3)[C:18](=[O:26])[C:19]3[CH:24]=[CH:23][CH:22]=[C:21]([Cl:25])[CH:20]=3)=[CH:16][C:11]=2[N:10]=[C:9]1[CH2:34][CH2:35][CH3:36])(C)(C)C.C(O)(C(F)(F)F)=O, predict the reaction product. The product is: [CH2:27]([N:17]([C:18](=[O:26])[C:19]1[CH:24]=[CH:23][CH:22]=[C:21]([Cl:25])[CH:20]=1)[C:15]1[CH:14]=[CH:13][C:12]2[N:8]([CH2:7][C:6]([OH:37])=[O:5])[C:9]([CH2:34][CH2:35][CH3:36])=[N:10][C:11]=2[CH:16]=1)[C:28]1[CH:33]=[CH:32][CH:31]=[CH:30][CH:29]=1. (4) Given the reactants [CH2:1]([NH:8][CH2:9][CH2:10][OH:11])[C:2]1[CH:7]=[CH:6][CH:5]=[CH:4][CH:3]=1.C(=O)([O-])[O-].[K+].[K+].[CH2:18](Br)[C:19]1[CH:24]=[CH:23][CH:22]=[CH:21][CH:20]=1, predict the reaction product. The product is: [CH2:1]([N:8]([CH2:18][C:19]1[CH:24]=[CH:23][CH:22]=[CH:21][CH:20]=1)[CH2:9][CH2:10][OH:11])[C:2]1[CH:7]=[CH:6][CH:5]=[CH:4][CH:3]=1. (5) The product is: [C:1]([N:4]1[C:8]2=[N:9][C:10]3[N:11]([CH3:25])[C:12](=[O:24])[N:13]([CH2:17][CH2:18][CH2:19][CH2:20][C@@H:21]([O:23][S:27]([CH3:26])(=[O:29])=[O:28])[CH3:22])[C:14](=[O:16])[C:15]=3[N:7]2[CH2:6][CH2:5]1)(=[O:3])[CH3:2]. Given the reactants [C:1]([N:4]1[C:8]2=[N:9][C:10]3[N:11]([CH3:25])[C:12](=[O:24])[N:13]([CH2:17][CH2:18][CH2:19][CH2:20][C@@H:21]([OH:23])[CH3:22])[C:14](=[O:16])[C:15]=3[N:7]2[CH2:6][CH2:5]1)(=[O:3])[CH3:2].[CH3:26][S:27](O[S:27]([CH3:26])(=[O:29])=[O:28])(=[O:29])=[O:28].O, predict the reaction product.